Predict the reactants needed to synthesize the given product. From a dataset of Full USPTO retrosynthesis dataset with 1.9M reactions from patents (1976-2016). (1) Given the product [Cl:1][C:2]1[C:3]([C:30]#[N:31])=[N:4][N:5]([CH:8]2[CH2:12][CH2:11][N:10]([C:13]3[CH:14]=[N:15][N:16]([C:21]4[CH:26]=[CH:25][C:24]([F:27])=[CH:23][CH:22]=4)[C:17]=3[CH:18]([CH3:20])[CH3:19])[C:9]2=[O:28])[C:6]=1[CH3:7], predict the reactants needed to synthesize it. The reactants are: [Cl:1][C:2]1[C:3](I)=[N:4][N:5]([CH:8]2[CH2:12][CH2:11][N:10]([C:13]3[CH:14]=[N:15][N:16]([C:21]4[CH:26]=[CH:25][C:24]([F:27])=[CH:23][CH:22]=4)[C:17]=3[CH:18]([CH3:20])[CH3:19])[C:9]2=[O:28])[C:6]=1[CH3:7].[CH3:30][N:31](C=O)C. (2) Given the product [CH3:27][C:24]1[O:23][C:22]([C:19]2[CH:20]=[CH:21][C:16]3[O:15][CH:14]=[C:13]([C:10]4[CH:11]=[CH:12][C:7]([P:30](=[O:35])([O:33][CH3:34])[O:31][CH3:32])=[CH:8][CH:9]=4)[C:17]=3[CH:18]=2)=[N:26][N:25]=1, predict the reactants needed to synthesize it. The reactants are: FC(F)(F)S(O[C:7]1[CH:12]=[CH:11][C:10]([C:13]2[C:17]3[CH:18]=[C:19]([C:22]4[O:23][C:24]([CH3:27])=[N:25][N:26]=4)[CH:20]=[CH:21][C:16]=3[O:15][CH:14]=2)=[CH:9][CH:8]=1)(=O)=O.[P:30]([O-:35])([O:33][CH3:34])[O:31][CH3:32].C(N(CC)C(C)C)(C)C.